Dataset: Forward reaction prediction with 1.9M reactions from USPTO patents (1976-2016). Task: Predict the product of the given reaction. (1) Given the reactants Cl[C:2]1[C:3]2[S:23](=[O:24])[CH2:22][CH2:21][C:4]=2[N:5]=[C:6]([N:8]2[CH2:13][CH2:12][N:11]([C:14]3[CH:19]=[CH:18][C:17]([Cl:20])=[CH:16][CH:15]=3)[CH2:10][CH2:9]2)[N:7]=1.[NH2:25][C@@H:26]([CH2:31][OH:32])[CH2:27][CH:28]([CH3:30])[CH3:29].C(N(C(C)C)CC)(C)C.O, predict the reaction product. The product is: [Cl:20][C:17]1[CH:18]=[CH:19][C:14]([N:11]2[CH2:12][CH2:13][N:8]([C:6]3[N:7]=[C:2]([NH:25][C@H:26]([CH2:27][CH:28]([CH3:30])[CH3:29])[CH2:31][OH:32])[C:3]4[S:23](=[O:24])[CH2:22][CH2:21][C:4]=4[N:5]=3)[CH2:9][CH2:10]2)=[CH:15][CH:16]=1. (2) Given the reactants [CH3:1][O:2][CH2:3][CH2:4][NH:5][CH:6]1[CH2:12][CH2:11][C:10]2[CH:13]=[C:14]([NH2:17])[CH:15]=[CH:16][C:9]=2[CH2:8][CH2:7]1.Cl[C:19]1[N:24]=[C:23]([NH:25][C@@H:26]2[CH2:31][CH2:30][CH2:29][CH2:28][C@H:27]2[NH:32][S:33]([CH3:36])(=[O:35])=[O:34])[C:22]([Cl:37])=[CH:21][N:20]=1.[C:38](O)(C(F)(F)F)=[O:39], predict the reaction product. The product is: [Cl:37][C:22]1[C:23]([NH:25][C@@H:26]2[CH2:31][CH2:30][CH2:29][CH2:28][C@H:27]2[NH:32][S:33]([CH3:36])(=[O:35])=[O:34])=[N:24][C:19]([NH:17][C:14]2[C:15]([O:39][CH3:38])=[CH:16][C:9]3[CH2:8][CH2:7][CH:6]([NH:5][CH2:4][CH2:3][O:2][CH3:1])[CH2:12][CH2:11][C:10]=3[CH:13]=2)=[N:20][CH:21]=1. (3) Given the reactants [CH3:1][N:2]([CH2:10][C:11]1[NH:15][N:14]=[C:13]([C:16]2[CH:21]=[CH:20][N:19]=[CH:18][CH:17]=2)[N:12]=1)C(=O)OC(C)(C)C.[ClH:22], predict the reaction product. The product is: [ClH:22].[CH3:1][NH:2][CH2:10][C:11]1[NH:15][N:14]=[C:13]([C:16]2[CH:21]=[CH:20][N:19]=[CH:18][CH:17]=2)[N:12]=1. (4) Given the reactants [CH3:1][N:2]([CH3:10])[CH:3]1[CH2:7][CH2:6][NH:5][C:4]1([CH3:9])[CH3:8].C(N(CC)C(C)C)(C)C.[Cl:20][C:21]1[N:26]=[C:25]([N:27]([C:43]([O:45][C:46]([CH3:49])([CH3:48])[CH3:47])=[O:44])[N:28]([C:36]([O:38][C:39]([CH3:42])([CH3:41])[CH3:40])=[O:37])[C:29]([O:31][C:32]([CH3:35])([CH3:34])[CH3:33])=[O:30])[C:24]([F:50])=[C:23](Cl)[N:22]=1, predict the reaction product. The product is: [Cl:20][C:21]1[N:26]=[C:25]([N:27]([C:43]([O:45][C:46]([CH3:49])([CH3:48])[CH3:47])=[O:44])[N:28]([C:29]([O:31][C:32]([CH3:33])([CH3:34])[CH3:35])=[O:30])[C:36]([O:38][C:39]([CH3:40])([CH3:41])[CH3:42])=[O:37])[C:24]([F:50])=[C:23]([N:5]2[CH2:6][CH2:7][CH:3]([N:2]([CH3:10])[CH3:1])[C:4]2([CH3:9])[CH3:8])[N:22]=1. (5) Given the reactants [C:1]([C:3]1[C:13]2[O:12][CH2:11][CH2:10][N:9]([C:14]([O:16][C:17]([CH3:20])([CH3:19])[CH3:18])=[O:15])[CH:8]([CH2:21][C:22]([O:24][CH2:25][CH3:26])=[O:23])[C:7]=2[CH:6]=[CH:5][CH:4]=1)#[N:2].Cl.[NH2:28][OH:29].C(=O)(O)[O-].[Na+], predict the reaction product. The product is: [CH2:25]([O:24][C:22](=[O:23])[CH2:21][CH:8]1[C:7]2[CH:6]=[CH:5][CH:4]=[C:3]([C:1]([NH:28][OH:29])=[NH:2])[C:13]=2[O:12][CH2:11][CH2:10][N:9]1[C:14]([O:16][C:17]([CH3:19])([CH3:20])[CH3:18])=[O:15])[CH3:26].